This data is from Peptide-MHC class I binding affinity with 185,985 pairs from IEDB/IMGT. The task is: Regression. Given a peptide amino acid sequence and an MHC pseudo amino acid sequence, predict their binding affinity value. This is MHC class I binding data. (1) The peptide sequence is MTKILEPFR. The MHC is HLA-A31:01 with pseudo-sequence HLA-A31:01. The binding affinity (normalized) is 0.593. (2) The peptide sequence is YLSGTDDEV. The MHC is HLA-A02:01 with pseudo-sequence HLA-A02:01. The binding affinity (normalized) is 0.753. (3) The peptide sequence is SLGGHTVWQ. The MHC is HLA-A02:01 with pseudo-sequence HLA-A02:01. The binding affinity (normalized) is 0.169. (4) The peptide sequence is INTLESMMK. The MHC is HLA-A02:03 with pseudo-sequence HLA-A02:03. The binding affinity (normalized) is 0.0847. (5) The peptide sequence is MMFDAMGAL. The MHC is HLA-C06:02 with pseudo-sequence HLA-C06:02. The binding affinity (normalized) is 0.326. (6) The peptide sequence is IYKGVYQFK. The MHC is HLA-A03:01 with pseudo-sequence HLA-A03:01. The binding affinity (normalized) is 0.511.